From a dataset of Retrosynthesis with 50K atom-mapped reactions and 10 reaction types from USPTO. Predict the reactants needed to synthesize the given product. (1) Given the product Cc1cc(F)ccc1-n1nc(C(C)(F)F)cc1-c1cc(C)c2c(c1)NC(=O)CO2, predict the reactants needed to synthesize it. The reactants are: Cc1cc(C(=O)CC(=O)C(C)(F)F)cc2c1OCC(=O)N2.Cc1cc(F)ccc1NN. (2) Given the product COc1cc([N+](=O)[O-])ccc1C(=O)NCCN1CCN(Cc2ccccc2)CC1, predict the reactants needed to synthesize it. The reactants are: COc1cc([N+](=O)[O-])ccc1C(=O)O.NCCN1CCN(Cc2ccccc2)CC1.